This data is from Reaction yield outcomes from USPTO patents with 853,638 reactions. The task is: Predict the reaction yield, written as a fraction of the theoretical maximum amount of product (1.0 means a 100% yield; for example, 0.34 means a 34% yield). (1) The reactants are [N+:1]([C:4]1[CH:5]=[CH:6][C:7]([N:10]2[CH2:14][CH2:13][CH2:12][CH2:11]2)=[N:8][CH:9]=1)([O-])=O.CN(C=O)C.O. The catalyst is C1COCC1.[Ni]. The product is [N:10]1([C:7]2[N:8]=[CH:9][C:4]([NH2:1])=[CH:5][CH:6]=2)[CH2:14][CH2:13][CH2:12][CH2:11]1. The yield is 0.970. (2) The reactants are N1N2C=CC=NC2=C(C(N)=O)C=1.CC1(C)[O:18][C@@H:17]([CH2:19][NH:20][C:21]([C:23]2[CH:24]=[N:25][N:26]3[CH:31]=[CH:30][C:29]([N:32]4[CH2:36][CH2:35][CH2:34][C@@H:33]4[C:37]4[C:38]([O:44][CH3:45])=[N:39][CH:40]=[C:41]([F:43])[CH:42]=4)=[N:28][C:27]=23)=[O:22])[CH2:16][O:15]1.Cl. The catalyst is C1COCC1.CCOC(C)=O. The product is [OH:18][C@H:17]([CH2:16][OH:15])[CH2:19][NH:20][C:21]([C:23]1[CH:24]=[N:25][N:26]2[CH:31]=[CH:30][C:29]([N:32]3[CH2:36][CH2:35][CH2:34][C@@H:33]3[C:37]3[C:38]([O:44][CH3:45])=[N:39][CH:40]=[C:41]([F:43])[CH:42]=3)=[N:28][C:27]=12)=[O:22]. The yield is 0.910. (3) The reactants are [Cl:1][C:2]1[S:6][C:5]([C:7]([OH:9])=O)=[CH:4][C:3]=1[C:10]1[N:14]([CH3:15])[N:13]=[CH:12][C:11]=1[CH3:16].[NH2:17][C@@H:18]([CH2:31][C:32]1[CH:37]=[CH:36][CH:35]=[C:34]([F:38])[CH:33]=1)[CH2:19][N:20]1[C:28](=[O:29])[C:27]2[C:22](=[CH:23][CH:24]=[CH:25][CH:26]=2)[C:21]1=[O:30].C(N(CC)C(C)C)(C)C.C1CN([P+](Br)(N2CCCC2)N2CCCC2)CC1.F[P-](F)(F)(F)(F)F. The catalyst is ClCCl. The product is [Cl:1][C:2]1[S:6][C:5]([C:7]([NH:17][C@@H:18]([CH2:31][C:32]2[CH:37]=[CH:36][CH:35]=[C:34]([F:38])[CH:33]=2)[CH2:19][N:20]2[C:28](=[O:29])[C:27]3[C:22](=[CH:23][CH:24]=[CH:25][CH:26]=3)[C:21]2=[O:30])=[O:9])=[CH:4][C:3]=1[C:10]1[N:14]([CH3:15])[N:13]=[CH:12][C:11]=1[CH3:16]. The yield is 0.429. (4) The reactants are [NH2:1][C@@H:2]([CH2:23][CH:24]([CH3:26])[CH3:25])[CH2:3][O:4][C:5]1[CH:6]=[CH:7][C:8]2[C:18]3[C:13](=[C:14]([NH:19]C(=O)C)[N:15]=[CH:16][CH:17]=3)[CH2:12][O:11][C:9]=2[CH:10]=1.[OH-].[K+]. The catalyst is C(O)C.O. The product is [NH2:1][C@@H:2]([CH2:23][CH:24]([CH3:26])[CH3:25])[CH2:3][O:4][C:5]1[CH:6]=[CH:7][C:8]2[C:18]3[C:13](=[C:14]([NH2:19])[N:15]=[CH:16][CH:17]=3)[CH2:12][O:11][C:9]=2[CH:10]=1. The yield is 0.130. (5) The reactants are Cl[C:2]1[N:7]=[C:6]([NH:8][C@@H:9]2[CH2:14][CH2:13][CH2:12][N:11]([C:15](=[O:18])[CH:16]=[CH2:17])[CH2:10]2)[C:5]([F:19])=[CH:4][N:3]=1.C([O-])([O-])=O.[Cs+].[Cs+].[CH:26]1([N:29]2[CH2:35][CH2:34][C:33]3[CH:36]=[C:37]([NH2:40])[CH:38]=[CH:39][C:32]=3[CH2:31][CH2:30]2)[CH2:28][CH2:27]1.CN(C1C(C2C(P(C3CCCCC3)C3CCCCC3)=CC=CC=2)=CC=CC=1)C. The catalyst is C(O)(CC)(C)C.O.C1C=CC(/C=C/C(/C=C/C2C=CC=CC=2)=O)=CC=1.C1C=CC(/C=C/C(/C=C/C2C=CC=CC=2)=O)=CC=1.[Pd]. The product is [CH:26]1([N:29]2[CH2:35][CH2:34][C:33]3[CH:36]=[C:37]([NH:40][C:2]4[N:7]=[C:6]([NH:8][C@@H:9]5[CH2:14][CH2:13][CH2:12][N:11]([C:15](=[O:18])[CH:16]=[CH2:17])[CH2:10]5)[C:5]([F:19])=[CH:4][N:3]=4)[CH:38]=[CH:39][C:32]=3[CH2:31][CH2:30]2)[CH2:27][CH2:28]1. The yield is 0.450. (6) The reactants are [C:1]([O:4][C:5]1[CH:6]=[C:7]2[C:12](=[CH:13][CH:14]=1)[N:11]=[C:10]([C:15]1[CH:20]=[CH:19][CH:18]=[C:17]([NH2:21])[CH:16]=1)[N:9]=[C:8]2[NH:22][C:23]1[CH:24]=[C:25]2[C:29](=[CH:30][CH:31]=1)[N:28]([C:32]([O:34][C:35]([CH3:38])([CH3:37])[CH3:36])=[O:33])[N:27]=[CH:26]2)(=[O:3])[CH3:2].Cl.[C:40](Cl)(=[O:47])[C:41]1[CH:46]=[CH:45][CH:44]=[N:43][CH:42]=1.CCN(C(C)C)C(C)C. The catalyst is C(Cl)Cl. The product is [C:1]([O:4][C:5]1[CH:6]=[C:7]2[C:12](=[CH:13][CH:14]=1)[N:11]=[C:10]([C:15]1[CH:20]=[CH:19][CH:18]=[C:17]([NH:21][C:40](=[O:47])[C:41]3[CH:46]=[CH:45][CH:44]=[N:43][CH:42]=3)[CH:16]=1)[N:9]=[C:8]2[NH:22][C:23]1[CH:24]=[C:25]2[C:29](=[CH:30][CH:31]=1)[N:28]([C:32]([O:34][C:35]([CH3:38])([CH3:37])[CH3:36])=[O:33])[N:27]=[CH:26]2)(=[O:3])[CH3:2]. The yield is 0.620. (7) The reactants are [CH3:1][N:2]1[CH2:6][C:5]23[CH:11]([CH2:12][CH2:13][CH:4]2[CH2:3]1)[C:10]1[CH:14]=[CH:15][C:16](OS(C(F)(F)F)(=O)=O)=[CH:17][C:9]=1[CH2:8][CH2:7]3.[C:26]([C:28]1[CH:33]=[CH:32][C:31](B(O)O)=[CH:30][CH:29]=1)#[N:27].C([O-])([O-])=O.[Na+].[Na+]. The catalyst is C1(C)C=CC=CC=1.C(O)C.C1C=CC([P]([Pd]([P](C2C=CC=CC=2)(C2C=CC=CC=2)C2C=CC=CC=2)([P](C2C=CC=CC=2)(C2C=CC=CC=2)C2C=CC=CC=2)[P](C2C=CC=CC=2)(C2C=CC=CC=2)C2C=CC=CC=2)(C2C=CC=CC=2)C2C=CC=CC=2)=CC=1. The product is [CH3:1][N:2]1[CH2:6][C:5]23[CH:11]([CH2:12][CH2:13][CH:4]2[CH2:3]1)[C:10]1[CH:14]=[CH:15][C:16]([C:31]2[CH:32]=[CH:33][C:28]([C:26]#[N:27])=[CH:29][CH:30]=2)=[CH:17][C:9]=1[CH2:8][CH2:7]3. The yield is 0.308.